Dataset: Full USPTO retrosynthesis dataset with 1.9M reactions from patents (1976-2016). Task: Predict the reactants needed to synthesize the given product. (1) Given the product [CH3:1][C:2]1[O:6][C:5]([C:7]2[S:8][C:9]([CH3:12])=[CH:10][CH:11]=2)=[N:4][C:3]=1[CH2:13][CH2:14][OH:15], predict the reactants needed to synthesize it. The reactants are: [CH3:1][C:2]1[O:6][C:5]([C:7]2[S:8][C:9]([CH3:12])=[CH:10][CH:11]=2)=[N:4][C:3]=1[CH2:13][C:14](O)=[O:15]. (2) Given the product [CH3:1][O:2][C:3](=[O:12])[C:4]1[CH:9]=[CH:8][C:7]([C:10]#[C:11][CH:18]=[CH:17][C:16]([O:15][CH2:13][CH3:14])=[O:20])=[CH:6][CH:5]=1, predict the reactants needed to synthesize it. The reactants are: [CH3:1][O:2][C:3](=[O:12])[C:4]1[CH:9]=[CH:8][C:7]([C:10]#[CH:11])=[CH:6][CH:5]=1.[CH2:13]([O:15][C:16](=[O:20])/[CH:17]=[CH:18]\I)[CH3:14]. (3) The reactants are: [NH2:1][C:2]1[C:10]2[C:9]([C:11]3[CH:16]=[CH:15][C:14]([Cl:17])=[C:13]([Cl:18])[CH:12]=3)=[N:8][C:7](S(C)=O)=[N:6][C:5]=2[S:4][C:3]=1[C:22]([NH2:24])=[O:23].[NH:25]1[CH2:29][CH2:28][CH2:27][CH2:26]1.C1COCC1. Given the product [NH2:1][C:2]1[C:10]2[C:9]([C:11]3[CH:16]=[CH:15][C:14]([Cl:17])=[C:13]([Cl:18])[CH:12]=3)=[N:8][C:7]([N:25]3[CH2:29][CH2:28][CH2:27][CH2:26]3)=[N:6][C:5]=2[S:4][C:3]=1[C:22]([NH2:24])=[O:23], predict the reactants needed to synthesize it. (4) Given the product [Cl:20][C:5]1[C:6]([NH:8][C:9]2[CH:18]=[CH:17][C:16]([F:19])=[CH:15][C:10]=2[C:11]([NH:13][CH3:14])=[O:12])=[CH:7][C:2]([NH:28][C:27]2[N:23]([CH2:21][CH3:22])[N:24]=[C:25]([CH3:29])[CH:26]=2)=[N:3][CH:4]=1, predict the reactants needed to synthesize it. The reactants are: Cl[C:2]1[CH:7]=[C:6]([NH:8][C:9]2[CH:18]=[CH:17][C:16]([F:19])=[CH:15][C:10]=2[C:11]([NH:13][CH3:14])=[O:12])[C:5]([Cl:20])=[CH:4][N:3]=1.[CH2:21]([N:23]1[C:27]([NH2:28])=[CH:26][C:25]([CH3:29])=[N:24]1)[CH3:22].C(=O)([O-])[O-].[Cs+].[Cs+].CC1(C)C2C(=C(P(C3C=CC=CC=3)C3C=CC=CC=3)C=CC=2)OC2C(P(C3C=CC=CC=3)C3C=CC=CC=3)=CC=CC1=2. (5) Given the product [CH3:1][O:2][C:3]1[CH:4]=[C:5]([CH:9]([CH3:12])[CH2:10][NH2:11])[CH:6]=[CH:7][CH:8]=1, predict the reactants needed to synthesize it. The reactants are: [CH3:1][O:2][C:3]1[CH:4]=[C:5]([CH:9]([CH3:12])[C:10]#[N:11])[CH:6]=[CH:7][CH:8]=1.[H-].[Al+3].[Li+].[H-].[H-].[H-].Cl. (6) Given the product [F:21][C:2]1([F:1])[CH2:20][C:6]2[S:7][C:8]([NH:19][C:30]([C:22]3[CH2:26][CH2:25][CH2:24][C:23]=3[C:27]([OH:29])=[O:28])=[O:31])=[C:9]([C:10]3[O:14][N:13]=[C:12]([C:15]([F:17])([F:18])[F:16])[N:11]=3)[C:5]=2[CH2:4][CH2:3]1, predict the reactants needed to synthesize it. The reactants are: [F:1][C:2]1([F:21])[CH2:20][C:6]2[S:7][C:8]([NH2:19])=[C:9]([C:10]3[O:14][N:13]=[C:12]([C:15]([F:18])([F:17])[F:16])[N:11]=3)[C:5]=2[CH2:4][CH2:3]1.[C:22]12[C:30](=[O:31])[O:29][C:27](=[O:28])[C:23]=1[CH2:24][CH2:25][CH2:26]2.